From a dataset of Forward reaction prediction with 1.9M reactions from USPTO patents (1976-2016). Predict the product of the given reaction. (1) Given the reactants [I:1][C:2]1[CH:3]=[CH:4][C:5]([CH3:13])=[C:6]([CH:12]=1)[C:7](OCC)=[O:8].[BH4-].[Li+], predict the reaction product. The product is: [I:1][C:2]1[CH:3]=[CH:4][C:5]([CH3:13])=[C:6]([CH2:7][OH:8])[CH:12]=1. (2) Given the reactants [Cl:1][C:2]1[N:7]=[C:6]([NH:8]/[CH:9]=[N:10]/O)[C:5]([I:12])=[CH:4][CH:3]=1.[OH-].[Na+], predict the reaction product. The product is: [Cl:1][C:2]1[N:7]2[N:10]=[CH:9][N:8]=[C:6]2[C:5]([I:12])=[CH:4][CH:3]=1. (3) Given the reactants [SH:1][C:2]1[NH:3][C:4]2[C:9]([CH:10]=1)=[CH:8][CH:7]=[CH:6][CH:5]=2.Cl[N:12]1[CH:17]=[CH:16][CH:15]=[C:14]([O:18][CH3:19])[NH:13]1.C(=O)([O-])[O-].[K+].[K+], predict the reaction product. The product is: [CH3:19][O:18][C:14]1[N:13]=[N:12][C:17]([S:1][C:2]2[NH:3][C:4]3[C:9]([CH:10]=2)=[CH:8][CH:7]=[CH:6][CH:5]=3)=[CH:16][CH:15]=1. (4) Given the reactants [C:1]([C:5]1[CH:13]=[CH:12][C:8]([C:9]([OH:11])=O)=[CH:7][C:6]=1[N+:14]([O-:16])=[O:15])([CH3:4])([CH3:3])[CH3:2].[Cl:17][C:18]1[N:23]=[CH:22][C:21]([NH2:24])=[CH:20][CH:19]=1.C(P1(=O)OP(=O)(CCC)OP(=O)(CCC)O1)CC.C(N(C(C)C)C(C)C)C, predict the reaction product. The product is: [C:1]([C:5]1[CH:13]=[CH:12][C:8]([C:9]([NH:24][C:21]2[CH:22]=[N:23][C:18]([Cl:17])=[CH:19][CH:20]=2)=[O:11])=[CH:7][C:6]=1[N+:14]([O-:16])=[O:15])([CH3:2])([CH3:3])[CH3:4]. (5) Given the reactants [Cl:1][C:2]1[CH:7]=[CH:6][CH:5]=[CH:4][C:3]=1[C:8]([NH:10][C@H:11]([C:32]([O:34]C)=[O:33])[CH2:12][C:13]1[CH:18]=[CH:17][C:16]([CH2:19][CH2:20][CH2:21][C:22]2[CH:31]=[CH:30][C:29]3[CH2:28][CH2:27][CH2:26][NH:25][C:24]=3[N:23]=2)=[CH:15][CH:14]=1)=[O:9].[Li+].[OH-], predict the reaction product. The product is: [Cl:1][C:2]1[CH:7]=[CH:6][CH:5]=[CH:4][C:3]=1[C:8]([NH:10][C@H:11]([C:32]([OH:34])=[O:33])[CH2:12][C:13]1[CH:18]=[CH:17][C:16]([CH2:19][CH2:20][CH2:21][C:22]2[CH:31]=[CH:30][C:29]3[CH2:28][CH2:27][CH2:26][NH:25][C:24]=3[N:23]=2)=[CH:15][CH:14]=1)=[O:9]. (6) Given the reactants [CH2:1]([N:8]=[C:9]=[S:10])[C:2]1[CH:7]=[CH:6][CH:5]=[CH:4][CH:3]=1.Cl.[O-:12][Mn](=O)(=O)=O.[K+].[CH2:18]([N:20]=[C:21]=[S:22])[CH3:19], predict the reaction product. The product is: [CH2:1]([N:8]1[C:9](=[O:12])[S:10][N:20]([CH2:18][CH3:19])[C:21]1=[S:22])[C:2]1[CH:7]=[CH:6][CH:5]=[CH:4][CH:3]=1. (7) Given the reactants [NH:1]1[C@@H:9]2[C@@H:4]([CH2:5][CH2:6][CH2:7][CH2:8]2)[CH2:3][C@H:2]1[C:10]([O:12][CH2:13][C:14]1[CH:19]=[CH:18][CH:17]=[CH:16][CH:15]=1)=[O:11].C(N(C(C)C)CC)(C)C.[C:29]1([CH3:44])[CH:34]=[CH:33][C:32]([S:35]([O:38][C@H:39]([CH3:43])[C:40](Cl)=[O:41])(=[O:37])=[O:36])=[CH:31][CH:30]=1, predict the reaction product. The product is: [C:29]1([CH3:44])[CH:30]=[CH:31][C:32]([S:35]([O:38][C@H:39]([CH3:43])[C:40]([N:1]2[C@@H:9]3[C@@H:4]([CH2:5][CH2:6][CH2:7][CH2:8]3)[CH2:3][C@H:2]2[C:10]([O:12][CH2:13][C:14]2[CH:19]=[CH:18][CH:17]=[CH:16][CH:15]=2)=[O:11])=[O:41])(=[O:36])=[O:37])=[CH:33][CH:34]=1. (8) Given the reactants [F:1][C:2]1([F:33])[O:6][C:5]2[CH:7]=[CH:8][C:9]([C:11]3([C:14]([NH:16][C:17]4[N:22]=[C:21]([C:23]5[CH:24]=[C:25]([CH:29]=[CH:30][CH:31]=5)[C:26](O)=[O:27])[C:20]([CH3:32])=[CH:19][CH:18]=4)=[O:15])[CH2:13][CH2:12]3)=[CH:10][C:4]=2[O:3]1.[CH3:34][S:35]([NH2:38])(=[O:37])=[O:36].C(N(CC)CC)C, predict the reaction product. The product is: [F:33][C:2]1([F:1])[O:6][C:5]2[CH:7]=[CH:8][C:9]([C:11]3([C:14]([NH:16][C:17]4[N:22]=[C:21]([C:23]5[CH:24]=[C:25]([CH:29]=[CH:30][CH:31]=5)[C:26]([NH:38][S:35]([CH3:34])(=[O:37])=[O:36])=[O:27])[C:20]([CH3:32])=[CH:19][CH:18]=4)=[O:15])[CH2:13][CH2:12]3)=[CH:10][C:4]=2[O:3]1. (9) Given the reactants [CH3:1][NH:2][C:3]1[CH:8]=[CH:7][CH:6]=[CH:5][C:4]=1[NH2:9].[C:10]([C:14]1[C:15]([OH:26])=[C:16]([CH:19]=[C:20]([C:22]([CH3:25])([CH3:24])[CH3:23])[CH:21]=1)[CH:17]=O)([CH3:13])([CH3:12])[CH3:11], predict the reaction product. The product is: [C:10]([C:14]1[CH:21]=[C:20]([C:22]([CH3:25])([CH3:24])[CH3:23])[CH:19]=[C:16]([CH:17]=[N:9][C:4]2[CH:5]=[CH:6][CH:7]=[CH:8][C:3]=2[NH:2][CH3:1])[C:15]=1[OH:26])([CH3:13])([CH3:12])[CH3:11]. (10) Given the reactants [F:1][C:2]1[C:7]([F:8])=[CH:6][CH:5]=[CH:4][C:3]=1[C:9]1([OH:13])[CH2:12][NH:11][CH2:10]1.Br[CH:15]([CH3:17])[CH3:16].C(=O)([O-])[O-].[K+].[K+], predict the reaction product. The product is: [F:1][C:2]1[C:7]([F:8])=[CH:6][CH:5]=[CH:4][C:3]=1[C:9]1([OH:13])[CH2:12][N:11]([CH:15]([CH3:17])[CH3:16])[CH2:10]1.